Dataset: Catalyst prediction with 721,799 reactions and 888 catalyst types from USPTO. Task: Predict which catalyst facilitates the given reaction. (1) Reactant: [CH2:1]([N:8]1[C:12]2([CH2:17][CH2:16][N:15]([C:18](=[O:32])[CH:19]([C:26]3[CH:31]=[CH:30][CH:29]=[CH:28][CH:27]=3)[C:20]3[CH:25]=[CH:24][CH:23]=[CH:22][CH:21]=3)[CH2:14][CH2:13]2)[NH:11][C@@H:10]([CH2:33][C:34]2[CH:39]=[CH:38][CH:37]=[CH:36][CH:35]=2)[C:9]1=[O:40])[C:2]1[CH:7]=[CH:6][CH:5]=[CH:4][CH:3]=1.O.C[Si]([Cl:46])(C)C.CCOCC. Product: [ClH:46].[CH2:1]([N:8]1[C:12]2([CH2:17][CH2:16][N:15]([C:18](=[O:32])[CH:19]([C:26]3[CH:27]=[CH:28][CH:29]=[CH:30][CH:31]=3)[C:20]3[CH:25]=[CH:24][CH:23]=[CH:22][CH:21]=3)[CH2:14][CH2:13]2)[NH:11][C@@H:10]([CH2:33][C:34]2[CH:35]=[CH:36][CH:37]=[CH:38][CH:39]=2)[C:9]1=[O:40])[C:2]1[CH:7]=[CH:6][CH:5]=[CH:4][CH:3]=1. The catalyst class is: 573. (2) Reactant: C([NH:5][C:6]([NH:8][C@@H:9]([CH2:13][C:14]1[CH:19]=[CH:18][CH:17]=[CH:16][CH:15]=1)[CH:10](O)[CH3:11])=[S:7])(C)(C)C.Cl. Product: [CH2:13]([C@H:9]1[C@H:10]([CH3:11])[S:7][C:6]([NH2:5])=[N:8]1)[C:14]1[CH:19]=[CH:18][CH:17]=[CH:16][CH:15]=1. The catalyst class is: 6. (3) Reactant: [OH:1][C:2]1[CH:7]=[CH:6][C:5]([C:8]2[C:16]3[O:15][CH:14]=[CH:13][C:12]=3[CH:11]=[C:10]([CH:17]=O)[CH:9]=2)=[CH:4][CH:3]=1.[NH2:19][OH:20].CO.N1C=CC=CC=1. Product: [OH:1][C:2]1[CH:7]=[CH:6][C:5]([C:8]2[C:16]3[O:15][CH:14]=[CH:13][C:12]=3[CH:11]=[C:10]([CH:17]=[N:19][OH:20])[CH:9]=2)=[CH:4][CH:3]=1. The catalyst class is: 28. (4) Reactant: [NH2:1][C:2]1[S:3][C@@:4]2([C:19](OC)=[O:20])[C@@H:6]([C@:7]([C:11]3[CH:16]=[C:15]([NH2:17])[CH:14]=[CH:13][C:12]=3[F:18])([CH2:9][F:10])[N:8]=1)[CH2:5]2.[BH4-].[Li+].CO. Product: [NH2:1][C:2]1[S:3][C@@:4]2([CH2:19][OH:20])[C@@H:6]([C@:7]([C:11]3[CH:16]=[C:15]([NH2:17])[CH:14]=[CH:13][C:12]=3[F:18])([CH2:9][F:10])[N:8]=1)[CH2:5]2. The catalyst class is: 1.